From a dataset of Reaction yield outcomes from USPTO patents with 853,638 reactions. Predict the reaction yield, written as a fraction of the theoretical maximum amount of product (1.0 means a 100% yield; for example, 0.34 means a 34% yield). (1) The reactants are C(OC([N:6]([C:18]([O:20][CH2:21][CH3:22])=[O:19])[C:7]1[C:12]([N+:13]([O-:15])=[O:14])=[CH:11][C:10](Br)=[CH:9][C:8]=1[F:17])=O)C.[F:23][C:24]1[CH:31]=[CH:30][C:27]([CH2:28][NH2:29])=[CH:26][CH:25]=1.C([O-])([O-])=O.[Cs+].[Cs+].CC1(C)C2C(=C(P(C3C=CC=CC=3)C3C=CC=CC=3)C=CC=2)OC2C(P(C3C=CC=CC=3)C3C=CC=CC=3)=CC=CC1=2. The catalyst is O1CCOCC1.C1C=CC(/C=C/C(/C=C/C2C=CC=CC=2)=O)=CC=1.C1C=CC(/C=C/C(/C=C/C2C=CC=CC=2)=O)=CC=1.C1C=CC(/C=C/C(/C=C/C2C=CC=CC=2)=O)=CC=1.[Pd].[Pd]. The product is [F:17][C:8]1[CH:9]=[C:10]([NH:29][CH2:28][C:27]2[CH:30]=[CH:31][C:24]([F:23])=[CH:25][CH:26]=2)[CH:11]=[C:12]([N+:13]([O-:15])=[O:14])[C:7]=1[NH:6][C:18](=[O:19])[O:20][CH2:21][CH3:22]. The yield is 0.503. (2) The reactants are [CH2:1]([O:8][C:9]1[CH:10]=[CH:11][C:12]([C@@H:20]([O:40][Si](C(C)(C)C)(C)C)[CH2:21][NH:22][CH2:23][CH2:24][CH2:25][CH2:26][CH2:27][CH2:28][O:29][CH2:30][C:31]([F:39])([F:38])[C:32]2[CH:37]=[CH:36][CH:35]=[CH:34][CH:33]=2)=[C:13]2[C:18]=1[NH:17][C:16](=[O:19])[CH:15]=[CH:14]2)[C:2]1[CH:7]=[CH:6][CH:5]=[CH:4][CH:3]=1.[F-].C([N+](CCCC)(CCCC)CCCC)CCC. The catalyst is O1CCCC1. The product is [CH2:1]([O:8][C:9]1[CH:10]=[CH:11][C:12]([C@@H:20]([OH:40])[CH2:21][NH:22][CH2:23][CH2:24][CH2:25][CH2:26][CH2:27][CH2:28][O:29][CH2:30][C:31]([F:39])([F:38])[C:32]2[CH:37]=[CH:36][CH:35]=[CH:34][CH:33]=2)=[C:13]2[C:18]=1[NH:17][C:16](=[O:19])[CH:15]=[CH:14]2)[C:2]1[CH:3]=[CH:4][CH:5]=[CH:6][CH:7]=1. The yield is 0.200. (3) The reactants are [C:1]([C@H:5]1[CH2:10][CH2:9][C@H:8]([O:11][C:12]2[CH:13]=[C:14]3[C:19](=[CH:20][CH:21]=2)[CH:18]=[C:17]([CH2:22][NH:23][CH2:24][CH2:25][C:26]([O:28][CH2:29][CH3:30])=[O:27])[CH:16]=[CH:15]3)[CH2:7][CH2:6]1)([CH3:4])([CH3:3])[CH3:2].CCN(CC)CC.[CH3:38][C:39]([O:42][C:43](O[C:43]([O:42][C:39]([CH3:41])([CH3:40])[CH3:38])=[O:44])=[O:44])([CH3:41])[CH3:40]. The catalyst is C(Cl)Cl.CN(C1C=CN=CC=1)C. The product is [C:39]([O:42][C:43]([N:23]([CH2:22][C:17]1[CH:16]=[CH:15][C:14]2[C:19](=[CH:20][CH:21]=[C:12]([O:11][C@H:8]3[CH2:9][CH2:10][C@H:5]([C:1]([CH3:4])([CH3:2])[CH3:3])[CH2:6][CH2:7]3)[CH:13]=2)[CH:18]=1)[CH2:24][CH2:25][C:26]([O:28][CH2:29][CH3:30])=[O:27])=[O:44])([CH3:41])([CH3:40])[CH3:38]. The yield is 0.780. (4) The reactants are [OH:1][CH2:2][CH:3]([CH2:6][OH:7])[CH2:4][OH:5].[CH3:8][CH2:9][C:10](=O)[CH2:11][CH3:12]. No catalyst specified. The product is [CH2:9]([C:10]1([CH2:11][CH3:12])[O:5][CH2:4][CH:3]([CH2:6][OH:7])[CH2:2][O:1]1)[CH3:8]. The yield is 0.460. (5) The reactants are Br[C:2]1[N:7]=[C:6]([C:8]2[S:12][C:11]([N:13]3[CH2:18][CH2:17][N:16]([CH3:19])[C:15](=[O:20])[CH2:14]3)=[N:10][CH:9]=2)[CH:5]=[CH:4][CH:3]=1.[NH2:21][C:22]1[CH:27]=[C:26]([CH3:28])[CH:25]=[CH:24][N:23]=1.C1(P(C2C=CC=CC=2)C2C=CC3C(=CC=CC=3)C=2C2C3C(=CC=CC=3)C=CC=2P(C2C=CC=CC=2)C2C=CC=CC=2)C=CC=CC=1.C(=O)([O-])[O-].[Cs+].[Cs+]. The catalyst is C1(C)C=CC=CC=1.C([O-])(=O)C.[Pd+2].C([O-])(=O)C.O. The product is [CH3:19][N:16]1[CH2:17][CH2:18][N:13]([C:11]2[S:12][C:8]([C:6]3[CH:5]=[CH:4][CH:3]=[C:2]([NH:21][C:22]4[CH:27]=[C:26]([CH3:28])[CH:25]=[CH:24][N:23]=4)[N:7]=3)=[CH:9][N:10]=2)[CH2:14][C:15]1=[O:20]. The yield is 0.380. (6) The reactants are [CH3:1][N:2]1[CH2:7][CH2:6][CH2:5][C:4]([NH2:14])([C:8]2[CH:13]=[CH:12][CH:11]=[CH:10][CH:9]=2)[CH2:3]1.C(N(C(C)C)C(C)C)C.[CH3:24][O:25][C:26]1[CH:34]=[C:33]([C:35]([F:38])([F:37])[F:36])[CH:32]=[C:31]([C:39]([F:42])([F:41])[F:40])[C:27]=1[C:28](Cl)=[O:29]. The catalyst is ClCCl. The product is [CH3:24][O:25][C:26]1[CH:34]=[C:33]([C:35]([F:36])([F:37])[F:38])[CH:32]=[C:31]([C:39]([F:40])([F:41])[F:42])[C:27]=1[C:28]([NH:14][C:4]1([C:8]2[CH:13]=[CH:12][CH:11]=[CH:10][CH:9]=2)[CH2:5][CH2:6][CH2:7][N:2]([CH3:1])[CH2:3]1)=[O:29]. The yield is 0.690. (7) The reactants are [CH3:1][C:2]1[CH:6]=[C:5]([CH3:7])[NH:4][C:3]=1[C:8]([O:10][CH2:11][CH3:12])=[O:9].[Cl:13]N1C(=O)CCC1=O. The catalyst is CN(C=O)C. The product is [Cl:13][C:6]1[C:2]([CH3:1])=[C:3]([C:8]([O:10][CH2:11][CH3:12])=[O:9])[NH:4][C:5]=1[CH3:7]. The yield is 0.290. (8) The reactants are Br[CH2:2][C:3]1[CH:8]=[CH:7][CH:6]=[C:5]([N+:9]([O-:11])=[O:10])[CH:4]=1.C1(P(C2C=CC=CC=2)C2C=CC=CC=2)C=CC=CC=1.CC(C)([O-])C.[K+].[CH:37]([C:39]1[N:40]=[C:41]([NH:44][C:45](=[O:47])[CH3:46])[S:42][CH:43]=1)=O.Cl. The catalyst is CN(C)C=O.O. The product is [N+:9]([C:5]1[CH:4]=[C:3]([CH:2]=[CH:37][C:39]2[N:40]=[C:41]([NH:44][C:45](=[O:47])[CH3:46])[S:42][CH:43]=2)[CH:8]=[CH:7][CH:6]=1)([O-:11])=[O:10]. The yield is 0.874. (9) The catalyst is C1COCC1. The product is [NH2:6][C:4]([C:3]1[C:7]([CH3:11])=[CH:8][CH:9]=[CH:10][C:2]=1[NH:1][C:20](=[O:26])[C:21]([O:23][CH2:24][CH3:25])=[O:22])=[O:5]. The yield is 0.870. The reactants are [NH2:1][C:2]1[CH:10]=[CH:9][CH:8]=[C:7]([CH3:11])[C:3]=1[C:4]([NH2:6])=[O:5].C(N(CC)CC)C.Cl[C:20](=[O:26])[C:21]([O:23][CH2:24][CH3:25])=[O:22]. (10) The product is [C:1]([O:5][C:6](=[O:16])[NH:7][CH2:8][C:9]1[CH:14]=[CH:13][CH:12]=[C:11]([O:15][C:18]2[CH:23]=[CH:22][C:21]([N+:24]([O-:26])=[O:25])=[CH:20][N:19]=2)[CH:10]=1)([CH3:4])([CH3:2])[CH3:3]. The reactants are [C:1]([O:5][C:6](=[O:16])[NH:7][CH2:8][C:9]1[CH:14]=[CH:13][CH:12]=[C:11]([OH:15])[CH:10]=1)([CH3:4])([CH3:3])[CH3:2].F[C:18]1[CH:23]=[CH:22][C:21]([N+:24]([O-:26])=[O:25])=[CH:20][N:19]=1.C([O-])([O-])=O.[K+].[K+].O. The catalyst is CN(C)C=O. The yield is 0.430.